This data is from Forward reaction prediction with 1.9M reactions from USPTO patents (1976-2016). The task is: Predict the product of the given reaction. The product is: [C:1]([O:5][C:6](=[O:7])[NH:8][C:9]([C:10](=[O:12])[NH:33][C:24]1[S:25][C:26]([N:27]2[CH2:32][CH2:31][O:30][CH2:29][CH2:28]2)=[C:22]([C:19]2[CH:20]=[CH:21][C:16]([F:15])=[CH:17][CH:18]=2)[N:23]=1)([CH3:14])[CH3:13])([CH3:2])([CH3:3])[CH3:4]. Given the reactants [C:1]([O:5][C:6]([NH:8][C:9]([CH3:14])([CH3:13])[C:10]([OH:12])=O)=[O:7])([CH3:4])([CH3:3])[CH3:2].[F:15][C:16]1[CH:21]=[CH:20][C:19]([C:22]2[N:23]=[C:24]([NH2:33])[S:25][C:26]=2[N:27]2[CH2:32][CH2:31][O:30][CH2:29][CH2:28]2)=[CH:18][CH:17]=1.CN(C(ON1N=NC2C=CC=NC1=2)=[N+](C)C)C.F[P-](F)(F)(F)(F)F, predict the reaction product.